This data is from NCI-60 drug combinations with 297,098 pairs across 59 cell lines. The task is: Regression. Given two drug SMILES strings and cell line genomic features, predict the synergy score measuring deviation from expected non-interaction effect. Drug 1: CC1=C(C=C(C=C1)C(=O)NC2=CC(=CC(=C2)C(F)(F)F)N3C=C(N=C3)C)NC4=NC=CC(=N4)C5=CN=CC=C5. Drug 2: CC12CCC3C(C1CCC2OP(=O)(O)O)CCC4=C3C=CC(=C4)OC(=O)N(CCCl)CCCl.[Na+]. Cell line: SK-OV-3. Synergy scores: CSS=-5.63, Synergy_ZIP=1.87, Synergy_Bliss=-0.879, Synergy_Loewe=-3.39, Synergy_HSA=-4.62.